Dataset: Full USPTO retrosynthesis dataset with 1.9M reactions from patents (1976-2016). Task: Predict the reactants needed to synthesize the given product. (1) Given the product [Br:32][CH2:19][C:13]1[NH:12][C:11]([C:20]2[S:21][CH:22]=[CH:23][N:24]=2)=[N:10][C@@H:9]([C:3]2[CH:4]=[CH:5][C:6]([F:8])=[CH:7][C:2]=2[Cl:1])[C:14]=1[C:15]([O:17][CH3:18])=[O:16], predict the reactants needed to synthesize it. The reactants are: [Cl:1][C:2]1[CH:7]=[C:6]([F:8])[CH:5]=[CH:4][C:3]=1[C@H:9]1[C:14]([C:15]([O:17][CH3:18])=[O:16])=[C:13]([CH3:19])[NH:12][C:11]([C:20]2[S:21][CH:22]=[CH:23][N:24]=2)=[N:10]1.C1C(=O)N([Br:32])C(=O)C1. (2) Given the product [CH3:1][O:2][CH2:3][C@@H:4]([NH:6][C:7]([C:9]1[C:17]2[C:12](=[N:13][CH:14]=[C:15]([C:18]3[C:26]4[C:21](=[CH:22][C:23]([F:27])=[CH:24][CH:25]=4)[N:20]([CH2:28][C:29]4[CH:30]=[N:31][C:32]([N:35]5[CH2:36][CH2:37][O:38][CH2:39][CH2:40]5)=[CH:33][CH:34]=4)[N:19]=3)[N:16]=2)[NH:11][CH:10]=1)=[O:8])[CH3:5], predict the reactants needed to synthesize it. The reactants are: [CH3:1][O:2][CH2:3][C@@H:4]([NH:6][C:7]([C:9]1[C:17]2[C:12](=[N:13][CH:14]=[C:15]([C:18]3[C:26]4[C:21](=[CH:22][C:23]([F:27])=[CH:24][CH:25]=4)[N:20]([CH2:28][C:29]4[CH:30]=[N:31][C:32]([N:35]5[CH2:40][CH2:39][O:38][CH2:37][CH2:36]5)=[CH:33][CH:34]=4)[N:19]=3)[N:16]=2)[N:11](COCC[Si](C)(C)C)[CH:10]=1)=[O:8])[CH3:5].FC(F)(F)C(O)=O.C(N)CN.